This data is from Full USPTO retrosynthesis dataset with 1.9M reactions from patents (1976-2016). The task is: Predict the reactants needed to synthesize the given product. (1) Given the product [C:42]([O:41][C:39]([N:38]=[C:32]([NH:28][C:29](=[O:31])[O:30][C:10]([CH3:11])([CH3:12])[CH3:1])[N:33]1[CH:37]=[CH:36][CH:35]=[N:34]1)=[O:40])([CH3:45])([CH3:44])[CH3:43], predict the reactants needed to synthesize it. The reactants are: [CH3:1]N(C)C=O.C(N(CC)[CH:10]([CH3:12])[CH3:11])(C)C.Cl.N1(C(N)=N)C=CC=N1.C([N:28]([C:32](=[NH:38])[N:33]1[CH:37]=[CH:36][CH:35]=[N:34]1)[C:29](=[O:31])[OH:30])(C)(C)C.[C:39](O[C:39]([O:41][C:42]([CH3:45])([CH3:44])[CH3:43])=[O:40])([O:41][C:42]([CH3:45])([CH3:44])[CH3:43])=[O:40]. (2) Given the product [Cl:1][C:2]1[CH:3]=[C:4]2[C:9](=[CH:10][CH:11]=1)[CH:8]=[C:7]([SH:12])[CH:6]=[CH:5]2, predict the reactants needed to synthesize it. The reactants are: [Cl:1][C:2]1[CH:3]=[C:4]2[C:9](=[CH:10][CH:11]=1)[CH:8]=[C:7]([S:12](Cl)(=O)=O)[CH:6]=[CH:5]2.[H-].[H-].[H-].[H-].[Li+].[Al+3].C(OCC)(=O)C.Cl. (3) Given the product [NH2:7][C@@H:8]1[CH2:11][C@H:10]([N:12]2[C:16]3=[N:17][CH:18]=[CH:19][N:20]=[C:15]3[C:14]([CH3:21])([CH3:22])[C:13]2=[O:23])[CH2:9]1, predict the reactants needed to synthesize it. The reactants are: C(OC(=O)[NH:7][C@H:8]1[CH2:11][C@@H:10]([N:12]2[C:16]3=[N:17][CH:18]=[CH:19][N:20]=[C:15]3[C:14]([CH3:22])([CH3:21])[C:13]2=[O:23])[CH2:9]1)(C)(C)C.Cl.O1CCOCC1. (4) Given the product [C:4]([C:6]1[CH:11]=[CH:10][C:9]([C:12]2([NH:16][C:17](=[O:23])[O:18][C:19]([CH3:21])([CH3:22])[CH3:20])[CH2:15][CH2:14][CH2:13]2)=[CH:8][CH:7]=1)(=[O:5])[CH3:25], predict the reactants needed to synthesize it. The reactants are: CON(C)[C:4]([C:6]1[CH:11]=[CH:10][C:9]([C:12]2([NH:16][C:17](=[O:23])[O:18][C:19]([CH3:22])([CH3:21])[CH3:20])[CH2:15][CH2:14][CH2:13]2)=[CH:8][CH:7]=1)=[O:5].[CH3:25][Mg]Br.CCOCC. (5) Given the product [F:1][C:2]1[CH:3]=[CH:4][C:5]([OH:29])=[C:6]([C:8]([CH3:28])([CH3:27])[CH2:9][C:10]([C:23]([F:26])([F:25])[F:24])([OH:22])[CH2:11][NH:12][C:13]2[CH:21]=[CH:20][CH:19]=[C:18]3[C:14]=2[CH:15]=[N:16][N:17]3[C:34]2[CH:35]=[C:36]([CH3:38])[CH:37]=[C:32]([CH3:31])[CH:33]=2)[CH:7]=1, predict the reactants needed to synthesize it. The reactants are: [F:1][C:2]1[CH:3]=[CH:4][C:5]([O:29]O)=[C:6]([C:8]([CH3:28])([CH3:27])[CH2:9][C:10]([C:23]([F:26])([F:25])[F:24])([OH:22])[CH2:11][NH:12][C:13]2[CH:21]=[CH:20][CH:19]=[C:18]3[C:14]=2[CH:15]=[N:16][NH:17]3)[CH:7]=1.[CH3:31][C:32]1[CH:33]=[C:34](B(O)O)[CH:35]=[C:36]([CH3:38])[CH:37]=1.